Dataset: Forward reaction prediction with 1.9M reactions from USPTO patents (1976-2016). Task: Predict the product of the given reaction. (1) The product is: [CH3:8][C:7]1[S:6][C:5]([N:9]2[CH2:14][CH2:13][CH2:12][CH2:11][CH2:10]2)=[N:4][C:3]=1[CH2:2][P:15](=[O:22])([O:19][CH2:20][CH3:21])[O:16][CH2:17][CH3:18]. Given the reactants Cl[CH2:2][C:3]1[N:4]=[C:5]([N:9]2[CH2:14][CH2:13][CH2:12][CH2:11][CH2:10]2)[S:6][C:7]=1[CH3:8].[P:15]([O:22]CC)([O:19][CH2:20][CH3:21])[O:16][CH2:17][CH3:18], predict the reaction product. (2) The product is: [OH:36][C@@H:34]([C@@H:32]1[CH2:31][O:30][C:29]([C:27]2[NH:28][C:24]([C:9]3[CH:8]=[C:7]([CH:12]=[C:11]([O:13][C:14]4[CH:19]=[N:18][C:17]([S:20]([CH3:23])(=[O:22])=[O:21])=[CH:16][N:15]=4)[CH:10]=3)[O:6][C@@H:4]([CH3:5])[CH2:3][OH:2])=[CH:25][CH:26]=2)=[N:33]1)[CH3:35]. Given the reactants C[O:2][CH2:3][C@@H:4]([O:6][C:7]1[CH:8]=[C:9]([C:24]2[NH:28][C:27]([C:29]3[O:30][CH2:31][C@@H:32]([C@H:34]([OH:36])[CH3:35])[N:33]=3)=[CH:26][CH:25]=2)[CH:10]=[C:11]([O:13][C:14]2[CH:19]=[N:18][C:17]([S:20]([CH3:23])(=[O:22])=[O:21])=[CH:16][N:15]=2)[CH:12]=1)[CH3:5].B(Br)(Br)Br.C(=O)([O-])O.[Na+], predict the reaction product. (3) Given the reactants C(N(CC)CC)C.[Cl:8][C:9]1[CH:10]=[C:11]([C:16]([C@H:18]2[CH2:20][C@@H:19]2[C:21]([OH:23])=O)=[O:17])[CH:12]=[CH:13][C:14]=1[Cl:15].[NH2:24][C:25]1[CH:30]=[CH:29][CH:28]=[CH:27][CH:26]=1.C(Cl)CCl.C1C=CC2N(O)N=NC=2C=1, predict the reaction product. The product is: [Cl:8][C:9]1[CH:10]=[C:11]([C:16]([C@H:18]2[CH2:20][C@@H:19]2[C:21]([NH:24][C:25]2[CH:30]=[CH:29][CH:28]=[CH:27][CH:26]=2)=[O:23])=[O:17])[CH:12]=[CH:13][C:14]=1[Cl:15]. (4) Given the reactants Cl[S:2]([N:5]=[C:6]=[O:7])(=[O:4])=[O:3].O.[C:9]([OH:13])([CH3:12])([CH3:11])[CH3:10].[CH3:14][O:15][C:16](=[O:33])[CH2:17][C:18]1[CH:23]=[CH:22][CH:21]=[CH:20][C:19]=1[NH:24][CH2:25][C:26]([O:28][C:29]([CH3:32])([CH3:31])[CH3:30])=[O:27], predict the reaction product. The product is: [C:29]([O:28][C:26](=[O:27])[CH2:25][N:24]([S:2](=[O:4])(=[O:3])[NH:5][C:6]([O:13][C:9]([CH3:12])([CH3:11])[CH3:10])=[O:7])[C:19]1[CH:20]=[CH:21][CH:22]=[CH:23][C:18]=1[CH2:17][C:16]([O:15][CH3:14])=[O:33])([CH3:30])([CH3:32])[CH3:31]. (5) Given the reactants C[O:2][C:3]1[C:12]2[C:7](=[CH:8][CH:9]=[CH:10][CH:11]=2)[N:6]=[CH:5][CH:4]=1.C[Mg]Cl.Cl[C:17]([O:19][CH2:20][C:21]1[CH:26]=[CH:25][CH:24]=[CH:23][CH:22]=1)=[O:18].[CH3:27]O, predict the reaction product. The product is: [CH2:20]([O:19][C:17]([N:6]1[C:7]2[C:12](=[CH:11][CH:10]=[CH:9][CH:8]=2)[C:3](=[O:2])[CH2:4][CH:5]1[CH3:27])=[O:18])[C:21]1[CH:26]=[CH:25][CH:24]=[CH:23][CH:22]=1. (6) Given the reactants N[C:2]1[S:3][C:4](N)=[C:5]([C:17]#[N:18])[CH:6]([C:10]2[CH:15]=[CH:14][C:13]([Cl:16])=[CH:12][CH:11]=2)[C:7]=1[C:8]#[N:9].[C:20]1(N2CCOCC2)[CH2:25]CCC[CH:21]=1.Cl, predict the reaction product. The product is: [SH:3][C:2]1[C:7]([C:8]#[N:9])=[C:6]([C:10]2[CH:11]=[CH:12][C:13]([Cl:16])=[CH:14][CH:15]=2)[C:5]2[CH2:4][CH2:25][CH2:20][CH2:21][C:17]=2[N:18]=1. (7) Given the reactants [Li]CCCC.[C:6]1([C:12]([C:61]2[CH:66]=[CH:65][CH:64]=[CH:63][CH:62]=2)([C:55]2[CH:60]=[CH:59][CH:58]=[CH:57][CH:56]=2)[C:13]2[CH:14]=[CH:15][C:16]3[N:17]([C:45]4[CH:50]=[CH:49][C:48]([C:51]([CH3:54])([CH3:53])[CH3:52])=[CH:47][CH:46]=4)[C:18]4[C:23]([C:24]=3[CH:25]=2)=[CH:22][C:21](C(C2C=CC=CC=2)(C2C=CC=CC=2)C2C=CC=CC=2)=[CH:20][CH:19]=4)[CH:11]=[CH:10][CH:9]=[CH:8][CH:7]=1.Cl[Si:68]([C:81]1[CH:86]=[CH:85][CH:84]=[CH:83][CH:82]=1)([C:75]1[CH:80]=[CH:79][CH:78]=[CH:77][CH:76]=1)[C:69]1[CH:74]=[CH:73][CH:72]=[CH:71][CH:70]=1, predict the reaction product. The product is: [C:55]1([C:12]([C:61]2[CH:62]=[CH:63][CH:64]=[CH:65][CH:66]=2)([C:6]2[CH:7]=[CH:8][CH:9]=[CH:10][CH:11]=2)[C:13]2[CH:14]=[CH:15][C:16]3[N:17]([C:45]4[CH:46]=[CH:47][C:48]([C:51]([CH3:53])([CH3:54])[CH3:52])=[CH:49][CH:50]=4)[C:18]4[C:23]([C:24]=3[CH:25]=2)=[CH:22][C:21]([Si:68]([C:75]2[CH:76]=[CH:77][CH:78]=[CH:79][CH:80]=2)([C:81]2[CH:86]=[CH:85][CH:84]=[CH:83][CH:82]=2)[C:69]2[CH:70]=[CH:71][CH:72]=[CH:73][CH:74]=2)=[CH:20][CH:19]=4)[CH:56]=[CH:57][CH:58]=[CH:59][CH:60]=1. (8) Given the reactants [OH:1][C:2]1[CH:16]=[CH:15][CH:14]=[CH:13][C:3]=1[C:4]([C:6]1[CH:11]=[CH:10][CH:9]=[CH:8][C:7]=1[OH:12])=[O:5].Br[CH2:18][CH2:19][CH2:20][CH2:21][CH2:22][CH2:23][CH2:24][C:25]([O:27]CC)=[O:26].[Na].[OH-].[Na+:32].C(=O)=O, predict the reaction product. The product is: [OH:1][C:2]1[CH:16]=[CH:15][CH:14]=[CH:13][C:3]=1[C:4]([C:6]1[CH:11]=[CH:10][CH:9]=[CH:8][C:7]=1[O:12][CH2:18][CH2:19][CH2:20][CH2:21][CH2:22][CH2:23][CH2:24][C:25]([O-:27])=[O:26])=[O:5].[Na+:32]. (9) Given the reactants C(O[C:9](=[O:36])[C@@H:10]([NH:28][C:29]([O:31][C:32]([CH3:35])([CH3:34])[CH3:33])=[O:30])[CH2:11][CH2:12][C:13]1[N:17]([C:18]2[CH:23]=[CH:22][CH:21]=[CH:20][CH:19]=2)[C:16]2[CH:24]=[CH:25][CH:26]=[CH:27][C:15]=2[N:14]=1)C1C=CC=CC=1.CCN=C=NCCCN(C)C.Cl.C1C=CC2N(O)N=NC=2C=1.[C:59]([O:78][NH2:79])([C:72]1[CH:77]=[CH:76][CH:75]=[CH:74][CH:73]=1)([C:66]1[CH:71]=[CH:70][CH:69]=[CH:68][CH:67]=1)[C:60]1[CH:65]=[CH:64][CH:63]=[CH:62][CH:61]=1, predict the reaction product. The product is: [C:32]([O:31][C:29]([NH:28][C@@H:10]([CH2:11][CH2:12][C:13]1[N:17]([C:16]2[CH:15]=[CH:27][CH:26]=[CH:25][CH:24]=2)[C:18]2[CH:19]=[CH:20][CH:21]=[CH:22][C:23]=2[N:14]=1)[C:9]([NH:79][O:78][C:59]([C:60]1[CH:65]=[CH:64][CH:63]=[CH:62][CH:61]=1)([C:72]1[CH:73]=[CH:74][CH:75]=[CH:76][CH:77]=1)[C:66]1[CH:67]=[CH:68][CH:69]=[CH:70][CH:71]=1)=[O:36])=[O:30])([CH3:35])([CH3:34])[CH3:33].